From a dataset of Reaction yield outcomes from USPTO patents with 853,638 reactions. Predict the reaction yield, written as a fraction of the theoretical maximum amount of product (1.0 means a 100% yield; for example, 0.34 means a 34% yield). (1) The reactants are [CH3:1][O:2][C:3](=[O:11])[C:4]1[CH:9]=[CH:8][N:7]=[C:6](Cl)[CH:5]=1.O1CCCC1.[Br-].[F:18][C:19]1([F:27])[CH2:24][CH2:23][CH:22]([CH2:25][Zn+])[CH2:21][CH2:20]1. The catalyst is C(OCC)(=O)C.CC(C)([P](C(C)(C)C)([Pd][P](C(C)(C)C)(C(C)(C)C)C(C)(C)C)C(C)(C)C)C. The product is [F:18][C:19]1([F:27])[CH2:24][CH2:23][CH:22]([CH2:25][C:6]2[CH:5]=[C:4]([CH:9]=[CH:8][N:7]=2)[C:3]([O:2][CH3:1])=[O:11])[CH2:21][CH2:20]1. The yield is 0.670. (2) The reactants are Cl.[CH3:2][O:3][C:4]1[CH:16]=[C:15]([O:17]C2CCCCO2)[CH:14]=[C:13]([CH3:24])[C:5]=1[CH2:6][N:7]1[CH2:12][CH2:11][CH2:10][CH2:9][CH2:8]1.C(=O)([O-])[O-].[Na+].[Na+]. The catalyst is CO. The product is [CH3:2][O:3][C:4]1[CH:16]=[C:15]([OH:17])[CH:14]=[C:13]([CH3:24])[C:5]=1[CH2:6][N:7]1[CH2:12][CH2:11][CH2:10][CH2:9][CH2:8]1. The yield is 0.330. (3) The yield is 0.181. The reactants are [H-].[Na+].[CH3:3][O:4][C:5]1[C:13]2[CH2:12][CH2:11][CH2:10][C:9]=2[C:8]([OH:14])=[CH:7][CH:6]=1.Cl[CH:16]([C:20](=O)[CH3:21])[C:17](=O)[CH3:18].[Br-].[K+].O.[NH2:26][NH2:27]. The product is [CH3:3][O:4][C:5]1[CH:6]=[CH:7][C:8]([O:14][C:16]2[C:20]([CH3:21])=[N:26][NH:27][C:17]=2[CH3:18])=[C:9]2[C:13]=1[CH2:12][CH2:11][CH2:10]2. The catalyst is O1CCCC1.C(O)C.O. (4) The reactants are [F:1][C:2]1[CH:3]=[C:4]([NH:9][C:10]2[O:14][C:13]([C:15]([NH:17][C:18]3[CH:23]=[CH:22][C:21]([CH2:24][CH2:25][CH2:26][CH:27](C(O)=O)[C:28]([OH:30])=[O:29])=[CH:20][CH:19]=3)=[O:16])=[N:12][N:11]=2)[CH:5]=[CH:6][C:7]=1[F:8]. The catalyst is CC(O)=O. The product is [F:1][C:2]1[CH:3]=[C:4]([NH:9][C:10]2[O:14][C:13]([C:15]([NH:17][C:18]3[CH:23]=[CH:22][C:21]([CH2:24][CH2:25][CH2:26][CH2:27][C:28]([OH:30])=[O:29])=[CH:20][CH:19]=3)=[O:16])=[N:12][N:11]=2)[CH:5]=[CH:6][C:7]=1[F:8]. The yield is 0.550.